This data is from Reaction yield outcomes from USPTO patents with 853,638 reactions. The task is: Predict the reaction yield, written as a fraction of the theoretical maximum amount of product (1.0 means a 100% yield; for example, 0.34 means a 34% yield). (1) The yield is 0.910. The product is [F:17][C:14]1[CH:13]=[CH:12][C:11]([O:10][CH2:9][C:8](=[O:18])[C:1]#[CH:2])=[CH:16][CH:15]=1. The reactants are [C:1]([Mg]Br)#[CH:2].CON(C)[C:8](=[O:18])[CH2:9][O:10][C:11]1[CH:16]=[CH:15][C:14]([F:17])=[CH:13][CH:12]=1.CCOCC. The catalyst is C1COCC1. (2) The reactants are [CH2:1]([NH2:8])[C:2]1[CH:7]=[CH:6][CH:5]=[CH:4][CH:3]=1.[CH3:9][C:10]([CH3:16])=[CH:11][C:12]([O:14][CH3:15])=[O:13]. The catalyst is CO.O. The product is [CH3:9][C:10]([NH:8][CH2:1][C:2]1[CH:7]=[CH:6][CH:5]=[CH:4][CH:3]=1)([CH3:16])[CH2:11][C:12]([O:14][CH3:15])=[O:13]. The yield is 0.280.